Dataset: Reaction yield outcomes from USPTO patents with 853,638 reactions. Task: Predict the reaction yield, written as a fraction of the theoretical maximum amount of product (1.0 means a 100% yield; for example, 0.34 means a 34% yield). The reactants are [NH2:1][C:2]1[CH:7]=[CH:6][C:5]([CH:8]([CH3:12])[C:9]([OH:11])=[O:10])=[CH:4][CH:3]=1.C[Si](Cl)(C)C.C(N(CC)CC)C.CC([O:28][C:29]1[C:34]([C:35](Cl)=[O:36])=[CH:33][CH:32]=[CH:31][CH:30]=1)=O. The catalyst is C(Cl)Cl. The product is [C:35]([NH:1][C:2]1[CH:3]=[CH:4][C:5]([CH:8]([CH3:12])[C:9]([OH:11])=[O:10])=[CH:6][CH:7]=1)(=[O:36])[C:34]1[C:29](=[CH:30][CH:31]=[CH:32][CH:33]=1)[OH:28]. The yield is 0.520.